This data is from Catalyst prediction with 721,799 reactions and 888 catalyst types from USPTO. The task is: Predict which catalyst facilitates the given reaction. (1) Reactant: [NH2:1][C:2]1[N:6]([C:7]2[CH:12]=[CH:11][C:10]([F:13])=[CH:9][CH:8]=2)[N:5]=[CH:4][C:3]=1[C:14]([NH:16][CH2:17][C@@:18]([OH:36])([C:32]([F:35])([F:34])[F:33])[CH2:19][C:20]([C:23]1[CH:28]=[C:27]([F:29])[CH:26]=[CH:25][C:24]=1[O:30]C)([CH3:22])[CH3:21])=[O:15].B(Br)(Br)Br. Product: [NH2:1][C:2]1[N:6]([C:7]2[CH:12]=[CH:11][C:10]([F:13])=[CH:9][CH:8]=2)[N:5]=[CH:4][C:3]=1[C:14]([NH:16][CH2:17][C@@:18]([OH:36])([C:32]([F:35])([F:34])[F:33])[CH2:19][C:20]([C:23]1[CH:28]=[C:27]([F:29])[CH:26]=[CH:25][C:24]=1[OH:30])([CH3:22])[CH3:21])=[O:15]. The catalyst class is: 2. (2) Reactant: [H-].[Na+].[CH2:3]([O:5][CH2:6][CH2:7][O:8][C:9]1[CH:17]=[C:16]2[C:12]([CH:13]=[CH:14][NH:15]2)=[CH:11][C:10]=1[O:18][C:19]1[CH:24]=[CH:23][N:22]=[C:21]([NH2:25])[CH:20]=1)[CH3:4].[CH3:26][NH:27][C:28](=O)[O:29]C1C=CC=CC=1.O. Product: [NH2:25][C:21]1[CH:20]=[C:19]([O:18][C:10]2[CH:11]=[C:12]3[C:16](=[CH:17][C:9]=2[O:8][CH2:7][CH2:6][O:5][CH2:3][CH3:4])[N:15]([C:28]([NH:27][CH3:26])=[O:29])[CH:14]=[CH:13]3)[CH:24]=[CH:23][N:22]=1. The catalyst class is: 42. (3) Reactant: [F:1][C:2]([F:15])([F:14])[S:3]([O:6]S(C(F)(F)F)(=O)=O)(=[O:5])=[O:4].O[C:17]1[CH:18]=[CH:19][C:20]2[CH:26]([CH2:27][C:28]([O-:30])=[O:29])[C:25]3[CH:31]=[CH:32][CH:33]=[CH:34][C:24]=3[C:23](=[O:35])[N:22]([CH3:36])[C:21]=2[CH:37]=1.[CH3:38]C1C=CC=C(C)N=1. Product: [CH3:36][N:22]1[C:23](=[O:35])[C:24]2[CH:34]=[CH:33][CH:32]=[CH:31][C:25]=2[CH:26]([CH2:27][C:28]([O:30][CH3:38])=[O:29])[C:20]2[CH:19]=[CH:18][C:17]([O:6][S:3]([C:2]([F:15])([F:14])[F:1])(=[O:5])=[O:4])=[CH:37][C:21]1=2. The catalyst class is: 2.